Dataset: Catalyst prediction with 721,799 reactions and 888 catalyst types from USPTO. Task: Predict which catalyst facilitates the given reaction. (1) Reactant: C[O:2][C:3](=[O:43])[C@@H:4]([NH:14][C:15]([C:17]1[CH:21]=[C:20]([O:22][CH2:23][C:24]([N:26]2[CH2:30][CH2:29][CH2:28][C@H:27]2[C:31](=[O:36])[NH:32][CH2:33][CH2:34][F:35])=[O:25])[N:19]([C:37]2[CH:42]=[CH:41][CH:40]=[CH:39][CH:38]=2)[N:18]=1)=[O:16])[CH2:5][CH2:6][C:7]([O:9][C:10]([CH3:13])([CH3:12])[CH3:11])=[O:8].[Li+].[OH-]. Product: [C:10]([O:9][C:7](=[O:8])[CH2:6][CH2:5][C@H:4]([NH:14][C:15]([C:17]1[CH:21]=[C:20]([O:22][CH2:23][C:24]([N:26]2[CH2:30][CH2:29][CH2:28][C@H:27]2[C:31](=[O:36])[NH:32][CH2:33][CH2:34][F:35])=[O:25])[N:19]([C:37]2[CH:38]=[CH:39][CH:40]=[CH:41][CH:42]=2)[N:18]=1)=[O:16])[C:3]([OH:43])=[O:2])([CH3:13])([CH3:11])[CH3:12]. The catalyst class is: 1. (2) Reactant: [C:1]([O:5][C:6](=[O:9])[CH:7]=[CH2:8])([CH3:4])([CH3:3])[CH3:2].[C:10]1(=[O:16])[O:15][C:13](=[O:14])[CH:12]=[CH:11]1.[F:17][C:18]([F:57])([S:41]([O:44][N:45]1[C:54](=[O:55])[C:53]2[CH:52]3[CH2:56][CH:49]([CH2:50][CH2:51]3)[C:48]=2[C:46]1=[O:47])(=[O:43])=[O:42])[C:19]([F:40])([F:39])[C:20]([F:38])([F:37])[C:21]([F:36])([F:35])[C:22]([F:34])([F:33])[C:23]([F:32])([F:31])[C:24]([F:30])([F:29])[C:25]([F:28])([F:27])[F:26].CC(N=NC(C#N)(C)C)(C#N)C. Product: [CH3:10][CH:11]=[C:7]([CH3:8])[C:6]([OH:5])=[O:9].[C:1]([O:5][C:6](=[O:9])[CH:7]=[CH2:8])([CH3:4])([CH3:3])[CH3:2].[C:13]1(=[O:14])[O:15][C:10](=[O:16])[CH:11]=[CH:12]1.[F:57][C:18]([F:17])([S:41]([O:44][N:45]1[C:46](=[O:47])[C:48]2[CH:49]3[CH2:56][CH:52]([CH2:51][CH2:50]3)[C:53]=2[C:54]1=[O:55])(=[O:42])=[O:43])[C:19]([F:39])([F:40])[C:20]([F:37])([F:38])[C:21]([F:35])([F:36])[C:22]([F:34])([F:33])[C:23]([F:32])([F:31])[C:24]([F:30])([F:29])[C:25]([F:28])([F:27])[F:26]. The catalyst class is: 21.